Predict the product of the given reaction. From a dataset of Forward reaction prediction with 1.9M reactions from USPTO patents (1976-2016). (1) Given the reactants [CH3:1][C:2]1[C:3]([C:12](=O)[CH2:13][C:14]#[N:15])=[N:4][C:5]2[C:10]([N:11]=1)=[CH:9][CH:8]=[CH:7][CH:6]=2.O.[NH2:18][NH2:19].C(=O)(O)[O-].[Na+], predict the reaction product. The product is: [CH3:1][C:2]1[C:3]([C:12]2[CH:13]=[C:14]([NH2:15])[NH:19][N:18]=2)=[N:4][C:5]2[C:10]([N:11]=1)=[CH:9][CH:8]=[CH:7][CH:6]=2. (2) Given the reactants [CH2:1]([O:8][CH:9]1[CH2:14][CH2:13][NH:12][CH2:11][CH2:10]1)[C:2]1[CH:7]=[CH:6][CH:5]=[CH:4][CH:3]=1.C(=O)(O)[O-].[Na+].[I-].[K+].[CH2:22]([O:24][C:25](=[O:30])[CH2:26][CH2:27][CH2:28]Cl)[CH3:23], predict the reaction product. The product is: [CH2:1]([O:8][CH:9]1[CH2:14][CH2:13][N:12]([CH2:28][CH2:27][CH2:26][C:25]([O:24][CH2:22][CH3:23])=[O:30])[CH2:11][CH2:10]1)[C:2]1[CH:3]=[CH:4][CH:5]=[CH:6][CH:7]=1. (3) Given the reactants [CH:1]1([C:4]([C:11]2[CH:16]=[CH:15][N:14]=[C:13]([CH2:17][O:18]COC)[CH:12]=2)=[CH:5][C:6]([O:8][CH2:9][CH3:10])=[O:7])[CH2:3][CH2:2]1, predict the reaction product. The product is: [CH:1]1([CH:4]([C:11]2[CH:16]=[CH:15][N:14]=[C:13]([CH2:17][OH:18])[CH:12]=2)[CH2:5][C:6]([O:8][CH2:9][CH3:10])=[O:7])[CH2:2][CH2:3]1. (4) Given the reactants [CH3:1][O:2][C:3]1([C:16](=[O:22])[CH2:17][C:18](=[O:21])[CH2:19][CH3:20])[CH2:8][CH2:7][N:6]([C:9]([O:11][C:12]([CH3:15])([CH3:14])[CH3:13])=[O:10])[CH2:5][CH2:4]1.C(N(CC)CC)C.S([N:34]=[N+:35]=[N-])(C)(=O)=O.[OH-].[Na+], predict the reaction product. The product is: [CH3:1][O:2][C:3]1([C:16](=[O:22])[C:17](=[N+:34]=[N-:35])[C:18](=[O:21])[CH2:19][CH3:20])[CH2:4][CH2:5][N:6]([C:9]([O:11][C:12]([CH3:13])([CH3:15])[CH3:14])=[O:10])[CH2:7][CH2:8]1. (5) Given the reactants [C:1]([O:5][C:6]([N:8]1[CH2:13][CH2:12][CH:11]([CH:14]=O)[CH2:10][CH2:9]1)=[O:7])([CH3:4])([CH3:3])[CH3:2].Cl.[CH2:17]([O:19][C:20](=[O:25])[C@H:21]([CH2:23][SH:24])[NH2:22])[CH3:18].C(N(CC)CC)C, predict the reaction product. The product is: [C:1]([O:5][C:6]([N:8]1[CH2:9][CH2:10][CH:11]([C:14]2[S:24][CH2:23][CH:21]([C:20]([O:19][CH2:17][CH3:18])=[O:25])[N:22]=2)[CH2:12][CH2:13]1)=[O:7])([CH3:2])([CH3:3])[CH3:4].